Predict the reactants needed to synthesize the given product. From a dataset of Full USPTO retrosynthesis dataset with 1.9M reactions from patents (1976-2016). (1) Given the product [CH2:24]([N:9]1[C:8]2[CH:7]=[CH:6][C:5]([C:3]([OH:4])=[O:2])=[CH:17][C:16]=2[C:15]2[CH2:14][CH:13]([NH:18][C:19](=[O:23])[CH:20]([CH3:21])[CH3:22])[CH2:12][CH2:11][C:10]1=2)[C:25]1[CH:30]=[CH:29][CH:28]=[CH:27][CH:26]=1, predict the reactants needed to synthesize it. The reactants are: C[O:2][C:3]([C:5]1[CH:6]=[CH:7][C:8]2[N:9]([CH2:24][C:25]3[CH:30]=[CH:29][CH:28]=[C:27](F)[CH:26]=3)[C:10]3[CH2:11][CH2:12][C@@H:13]([NH:18][C:19](=[O:23])[CH:20]([CH3:22])[CH3:21])[CH2:14][C:15]=3[C:16]=2[CH:17]=1)=[O:4].[Li+].[OH-]. (2) Given the product [Br-:1].[C:8]([CH2:7][CH2:6][CH2:5][CH2:4][CH2:3][CH2:2][P+:19]([C:20]1[CH:21]=[CH:22][CH:23]=[CH:24][CH:25]=1)([C:26]1[CH:31]=[CH:30][CH:29]=[CH:28][CH:27]=1)[C:13]1[CH:14]=[CH:15][CH:16]=[CH:17][CH:18]=1)([O:10][CH2:11][CH3:12])=[O:9], predict the reactants needed to synthesize it. The reactants are: [Br:1][CH2:2][CH2:3][CH2:4][CH2:5][CH2:6][CH2:7][C:8]([O:10][CH2:11][CH3:12])=[O:9].[C:13]1([P:19]([C:26]2[CH:31]=[CH:30][CH:29]=[CH:28][CH:27]=2)[C:20]2[CH:25]=[CH:24][CH:23]=[CH:22][CH:21]=2)[CH:18]=[CH:17][CH:16]=[CH:15][CH:14]=1.